Dataset: Forward reaction prediction with 1.9M reactions from USPTO patents (1976-2016). Task: Predict the product of the given reaction. (1) Given the reactants [NH2:1][C@@H:2]([C:5]([OH:7])=[O:6])[CH2:3][OH:4].C([BH3-])#N.[Na+].[CH:12](=O)[C:13]1[CH:18]=[CH:17][CH:16]=[CH:15][CH:14]=1, predict the reaction product. The product is: [CH2:12]([NH:1][C@@H:2]([C:5]([OH:7])=[O:6])[CH2:3][OH:4])[C:13]1[CH:18]=[CH:17][CH:16]=[CH:15][CH:14]=1. (2) Given the reactants C([N:4]([CH:7](C)C)[CH2:5][CH3:6])(C)C.[CH2:10]([NH:14][C:15]1[N:20]=[C:19]([NH:21][CH2:22][CH2:23][CH2:24][CH3:25])[N:18]=C(Cl)[N:16]=1)[CH2:11][CH2:12][CH3:13].[CH3:27][C:28](N(C)C)=O, predict the reaction product. The product is: [CH2:10]([NH2:14])[CH2:11][CH2:12][CH3:13].[CH2:10]([NH:14][C:15]1[N:20]=[C:19]([NH:21][CH2:22][CH2:23][CH2:24][CH3:25])[N:18]=[C:7]([NH:4][CH2:5][CH2:6][CH2:27][CH3:28])[N:16]=1)[CH2:11][CH2:12][CH3:13]. (3) Given the reactants [C:1]([C:3]1[CH:4]=[C:5]([S:9]([NH:12][CH3:13])(=[O:11])=[O:10])[CH:6]=[N:7][CH:8]=1)#[N:2].[O-:14][CH2:15][CH3:16].[Na+], predict the reaction product. The product is: [CH3:13][NH:12][S:9]([C:5]1[CH:6]=[N:7][CH:8]=[C:3]([CH:4]=1)[C:1](=[NH:2])[O:14][CH2:15][CH3:16])(=[O:11])=[O:10]. (4) Given the reactants [SH:1][C:2]1[NH:3][C:4]2[CH:10]=[CH:9][CH:8]=[CH:7][C:5]=2[N:6]=1.[OH-].[Na+].[CH2:13](Br)[C:14]([C:16]1[CH:21]=[CH:20][CH:19]=[CH:18][CH:17]=1)=[O:15], predict the reaction product. The product is: [NH:3]1[C:4]2[CH:10]=[CH:9][CH:8]=[CH:7][C:5]=2[N:6]=[C:2]1[S:1][CH2:13][C:14]([C:16]1[CH:21]=[CH:20][CH:19]=[CH:18][CH:17]=1)=[O:15].